Dataset: Experimentally validated miRNA-target interactions with 360,000+ pairs, plus equal number of negative samples. Task: Binary Classification. Given a miRNA mature sequence and a target amino acid sequence, predict their likelihood of interaction. The miRNA is hsa-miR-455-3p with sequence GCAGUCCAUGGGCAUAUACAC. Result: 1 (interaction). The protein sequence of the target gene is MAELEAVADDLDALIDDLDYLPGHFHLEMQLNFEPRSPAPQRARDLKLQREGLRQELQLAAAPQRPAVRHLLGAFAFYLEELDEARECFLEVAHEHPGNLNAWANLAHVYGRLGQEEEEEACAARLADLMGLAEEPEAAGDPQLRAARCLAEQGYAHGFDVGCASPEERARGLAAGIALYDKALGYGQQIPMEEKRGWYFTMATLYIRLDGIFLELGSEEQKRLPAFNRTLALLRQVLKSEDPRHRALAWCYLGMLLERKDTFSTTPMGVHDCGYSGTDPLDCFGKAIEIAKNQPPILNR....